This data is from TCR-epitope binding with 47,182 pairs between 192 epitopes and 23,139 TCRs. The task is: Binary Classification. Given a T-cell receptor sequence (or CDR3 region) and an epitope sequence, predict whether binding occurs between them. The epitope is SLYNTVATL. The TCR CDR3 sequence is CASSLGGDNEQFF. Result: 0 (the TCR does not bind to the epitope).